Task: Predict the reaction yield, written as a fraction of the theoretical maximum amount of product (1.0 means a 100% yield; for example, 0.34 means a 34% yield).. Dataset: Reaction yield outcomes from USPTO patents with 853,638 reactions (1) The product is [C:16]([C:5]1[NH:4][C:3]([C:7]([O:9][CH3:10])=[O:8])=[C:2]([Cl:1])[CH:6]=1)(=[O:17])[CH3:15]. The reactants are [Cl:1][C:2]1[CH:6]=[CH:5][NH:4][C:3]=1[C:7]([O:9][CH3:10])=[O:8].Cl[Sn]Cl.O.[CH3:15][CH2:16][O:17]C(C)=O. The yield is 0.260. The catalyst is ClCCCl. (2) The reactants are [C:1]([C:4]1[O:8][N:7]=[C:6]([C:9]([O:11]CC)=[O:10])[CH:5]=1)(=[O:3])[CH3:2].[OH-].[Li+]. The catalyst is C1COCC1.CO.O. The product is [C:1]([C:4]1[O:8][N:7]=[C:6]([C:9]([OH:11])=[O:10])[CH:5]=1)(=[O:3])[CH3:2]. The yield is 0.299. (3) The reactants are [CH3:1][S:2][C:3]1[CH:8]=[CH:7][C:6]([C:9]2[O:13][N:12]=[CH:11][C:10]=2[CH2:14][CH2:15][CH2:16][OH:17])=[CH:5][CH:4]=1.ClC1C=CC=C(C(OO)=[O:26])C=1.[OH2:29]. The catalyst is O1CCCC1. The product is [CH3:1][S:2]([C:3]1[CH:4]=[CH:5][C:6]([C:9]2[O:13][N:12]=[CH:11][C:10]=2[CH2:14][CH2:15][CH2:16][OH:17])=[CH:7][CH:8]=1)(=[O:26])=[O:29]. The yield is 0.850. (4) The reactants are [CH2:1]([OH:9])[CH2:2][CH2:3][CH2:4][CH2:5][CH2:6][CH2:7][CH3:8].C(=O)([O-])O.[Na+].C1C(=O)N(Br)C(=O)C1. The catalyst is CC1(C)N([O])C(C)(C)CCC1.ClCCl. The product is [CH:1](=[O:9])[CH2:2][CH2:3][CH2:4][CH2:5][CH2:6][CH2:7][CH3:8]. The yield is 0.880. (5) The reactants are [Cl:1][C:2]1[CH:3]=[C:4]2[C:10](B3OC(C)(C)C(C)(C)O3)=[CH:9][N:8]([S:20]([C:23]3[CH:28]=[CH:27][C:26]([CH3:29])=[CH:25][CH:24]=3)(=[O:22])=[O:21])[C:5]2=[N:6][CH:7]=1.Cl[C:31]1[N:36]=[C:35]([NH:37][C@H:38]2[CH2:42][CH2:41][N:40]([C:43]([O:45][C:46]([CH3:49])([CH3:48])[CH3:47])=[O:44])[CH2:39]2)[C:34]([F:50])=[CH:33][N:32]=1. The catalyst is COCCOC.C([O-])([O-])=O.[Na+].[Na+].C1C=CC([P]([Pd]([P](C2C=CC=CC=2)(C2C=CC=CC=2)C2C=CC=CC=2)([P](C2C=CC=CC=2)(C2C=CC=CC=2)C2C=CC=CC=2)[P](C2C=CC=CC=2)(C2C=CC=CC=2)C2C=CC=CC=2)(C2C=CC=CC=2)C2C=CC=CC=2)=CC=1. The product is [Cl:1][C:2]1[CH:3]=[C:4]2[C:10]([C:31]3[N:36]=[C:35]([NH:37][C@H:38]4[CH2:42][CH2:41][N:40]([C:43]([O:45][C:46]([CH3:48])([CH3:47])[CH3:49])=[O:44])[CH2:39]4)[C:34]([F:50])=[CH:33][N:32]=3)=[CH:9][N:8]([S:20]([C:23]3[CH:24]=[CH:25][C:26]([CH3:29])=[CH:27][CH:28]=3)(=[O:21])=[O:22])[C:5]2=[N:6][CH:7]=1. The yield is 0.420.